From a dataset of Experimentally validated miRNA-target interactions with 360,000+ pairs, plus equal number of negative samples. Binary Classification. Given a miRNA mature sequence and a target amino acid sequence, predict their likelihood of interaction. The miRNA is hsa-miR-4261 with sequence AGGAAACAGGGACCCA. The protein sequence of the target gene is MKAEATVIPSRCARGLPSWQVLSPVQPWQTSAPQNTTQPKLLAPHQHEKSQKKSSLLKELGAFHITIALLHLVFGGYLASIVKNLHLVVLKSWYPFWGAASFLISGILAITMKTFSKTYLKMLCLMTNLISLFCVLSGLFVISKDLFLESPFESPIWRMYPNSTVHIQRLELALLCFTVLELFLPVPTAVTAWRGDCPSAKNDDACLVPNTPLHLKGLPVEPPPSYQSVIQGDAQHKQHQRLREVKQVAPDTWIVTDGAAIWTQTAN. Result: 0 (no interaction).